This data is from Reaction yield outcomes from USPTO patents with 853,638 reactions. The task is: Predict the reaction yield, written as a fraction of the theoretical maximum amount of product (1.0 means a 100% yield; for example, 0.34 means a 34% yield). (1) The reactants are [CH3:1][O:2][C:3](=[O:13])[C:4]1[CH:9]=[CH:8][C:7]([O:10][CH3:11])=[CH:6][C:5]=1[OH:12].S(Cl)([Cl:17])(=O)=O.CO. The catalyst is C(Cl)Cl.Cl. The product is [CH3:1][O:2][C:3](=[O:13])[C:4]1[CH:9]=[C:8]([Cl:17])[C:7]([O:10][CH3:11])=[CH:6][C:5]=1[OH:12]. The yield is 0.806. (2) The reactants are [C:1]([C:5]1[CH:10]=[CH:9][C:8]([OH:11])=[CH:7][CH:6]=1)([CH3:4])([CH3:3])[CH3:2].[Cl:12][C:13]1[N:18]=[C:17](Cl)[CH:16]=[C:15]([CH3:20])[N:14]=1. No catalyst specified. The product is [C:1]([C:5]1[CH:6]=[CH:7][C:8]([O:11][C:17]2[CH:16]=[C:15]([CH3:20])[N:14]=[C:13]([Cl:12])[N:18]=2)=[CH:9][CH:10]=1)([CH3:4])([CH3:2])[CH3:3]. The yield is 0.510. (3) The reactants are [CH3:1][O:2][C:3]1[CH:29]=[C:28]([O:30][CH3:31])[CH:27]=[CH:26][C:4]=1[CH2:5][N:6]1[C:9](=[O:10])[C@@H:8]([NH:11][C:12](=[O:21])[O:13][CH2:14][C:15]2[CH:20]=[CH:19][CH:18]=[CH:17][CH:16]=2)[C@H:7]1/[CH:22]=[CH:23]/[O:24]C.Cl. The catalyst is O1CCOCC1. The product is [CH3:1][O:2][C:3]1[CH:29]=[C:28]([O:30][CH3:31])[CH:27]=[CH:26][C:4]=1[CH2:5][N:6]1[C@H:7]([CH2:22][CH:23]=[O:24])[C@H:8]([NH:11][C:12](=[O:21])[O:13][CH2:14][C:15]2[CH:20]=[CH:19][CH:18]=[CH:17][CH:16]=2)[C:9]1=[O:10]. The yield is 0.580. (4) The reactants are [CH:1]1([CH2:7][N:8]2[C:16]3[C:11](=[N:12][CH:13]=[C:14]([C:17]4[CH:25]=[CH:24][C:20]([C:21](O)=[O:22])=[CH:19][CH:18]=4)[N:15]=3)[NH:10][C:9]2=[O:26])[CH2:6][CH2:5][CH2:4][CH2:3][CH2:2]1.C1(CN2C3C(=N[CH:39]=[C:40]([C:43]4C=CC(C(OC)=O)=CC=4)[N:41]=3)NC2=O)CCCCC1. The catalyst is [OH-].[Li+].O1CCCC1. The product is [CH:1]1([CH2:7][N:8]2[C:16]3[C:11](=[N:12][CH:13]=[C:14]([C:17]4[CH:18]=[CH:19][C:20]([C:21]([NH:41][CH:40]([CH3:43])[CH3:39])=[O:22])=[CH:24][CH:25]=4)[N:15]=3)[NH:10][C:9]2=[O:26])[CH2:2][CH2:3][CH2:4][CH2:5][CH2:6]1. The yield is 0.900. (5) The reactants are [CH2:1]([N:8]1[CH:12]=[C:11]([C:13](OCC)=[O:14])[C:10]([O:18][CH2:19][C:20]2[CH:25]=[CH:24][CH:23]=[CH:22][CH:21]=2)=[N:9]1)[C:2]1[CH:7]=[CH:6][CH:5]=[CH:4][CH:3]=1.[H-].[Li+].[Al+3].[H-].[H-].[H-].O. The catalyst is O1CCCC1. The product is [CH2:1]([N:8]1[CH:12]=[C:11]([CH2:13][OH:14])[C:10]([O:18][CH2:19][C:20]2[CH:25]=[CH:24][CH:23]=[CH:22][CH:21]=2)=[N:9]1)[C:2]1[CH:3]=[CH:4][CH:5]=[CH:6][CH:7]=1. The yield is 0.880.